Task: Predict the reactants needed to synthesize the given product.. Dataset: Full USPTO retrosynthesis dataset with 1.9M reactions from patents (1976-2016) (1) Given the product [CH3:11][C:5]1[CH:4]=[C:3]([O:12][CH2:13][C:14]2([CH3:17])[CH2:15][CH2:16]2)[C:2]([CH3:1])=[CH:7][C:6]=1[NH2:8], predict the reactants needed to synthesize it. The reactants are: [CH3:1][C:2]1[CH:7]=[C:6]([N+:8]([O-])=O)[C:5]([CH3:11])=[CH:4][C:3]=1[O:12][CH2:13][C:14]1([CH3:17])[CH2:16][CH2:15]1.C(O)(=O)C. (2) The reactants are: [F:1][C:2]1[CH:3]=[C:4]([OH:10])[CH:5]=[C:6]([F:9])[C:7]=1[F:8].C(=O)([O-])[O-].[K+].[K+].Cl[C:18]1([C:41]([O:43][CH2:44][CH3:45])=[O:42])[CH2:23][CH2:22][CH2:21][N:20]2[C:24]([C:27]3[CH:32]=[CH:31][C:30]([C:33]4[O:37][C:36]([CH3:38])=[N:35][CH:34]=4)=[C:29]([O:39][CH3:40])[CH:28]=3)=[N:25][N:26]=[C:19]12. Given the product [CH3:40][O:39][C:29]1[CH:28]=[C:27]([C:24]2[N:20]3[CH2:21][CH2:22][CH2:23][C:18]([O:10][C:4]4[CH:3]=[C:2]([F:1])[C:7]([F:8])=[C:6]([F:9])[CH:5]=4)([C:41]([O:43][CH2:44][CH3:45])=[O:42])[C:19]3=[N:26][N:25]=2)[CH:32]=[CH:31][C:30]=1[C:33]1[O:37][C:36]([CH3:38])=[N:35][CH:34]=1, predict the reactants needed to synthesize it. (3) Given the product [C:7]([CH:9]1[CH2:10][N:11]([C:13]([O:15][C:16]([CH3:17])([CH3:18])[CH3:19])=[O:14])[CH2:12]1)(=[O:8])[CH3:1], predict the reactants needed to synthesize it. The reactants are: [CH3:1][Mg]Br.CON(C)[C:7]([CH:9]1[CH2:12][N:11]([C:13]([O:15][C:16]([CH3:19])([CH3:18])[CH3:17])=[O:14])[CH2:10]1)=[O:8]. (4) Given the product [CH3:1][C:2]([C:21]1[CH:29]=[CH:28][C:27]([F:30])=[CH:26][C:22]=1[C:23]([NH2:31])=[O:24])([CH3:20])[CH2:3][C@:4]([O:12][Si:13]([CH2:18][CH3:19])([CH2:16][CH3:17])[CH2:14][CH3:15])([C:8]([F:11])([F:10])[F:9])[CH2:5][C:6]#[CH:7], predict the reactants needed to synthesize it. The reactants are: [CH3:1][C:2]([C:21]1[CH:29]=[CH:28][C:27]([F:30])=[CH:26][C:22]=1[C:23](O)=[O:24])([CH3:20])[CH2:3][C@:4]([O:12][Si:13]([CH2:18][CH3:19])([CH2:16][CH3:17])[CH2:14][CH3:15])([C:8]([F:11])([F:10])[F:9])[CH2:5][C:6]#[CH:7].[N:31]1C=CC=CC=1.S(Cl)(Cl)=O.N.